Dataset: Peptide-MHC class I binding affinity with 185,985 pairs from IEDB/IMGT. Task: Regression. Given a peptide amino acid sequence and an MHC pseudo amino acid sequence, predict their binding affinity value. This is MHC class I binding data. (1) The peptide sequence is EVRTISALAI. The MHC is HLA-B08:01 with pseudo-sequence HLA-B08:01. The binding affinity (normalized) is 0.284. (2) The peptide sequence is YWPLNDYGF. The MHC is HLA-A29:02 with pseudo-sequence HLA-A29:02. The binding affinity (normalized) is 0.150. (3) The peptide sequence is GWPDNYCEW. The MHC is HLA-B58:01 with pseudo-sequence HLA-B58:01. The binding affinity (normalized) is 0.0847.